Dataset: Full USPTO retrosynthesis dataset with 1.9M reactions from patents (1976-2016). Task: Predict the reactants needed to synthesize the given product. (1) Given the product [NH2:1][C:2]1[C:3]([C:22]([NH2:23])=[O:24])=[N:4][C:5]([C:14]2[CH:15]=[N:16][C:17]([O:20][CH3:21])=[CH:18][CH:19]=2)=[C:6]([C:8]2[CH:9]=[CH:10][CH:11]=[CH:12][CH:13]=2)[N:7]=1, predict the reactants needed to synthesize it. The reactants are: [NH2:1][C:2]1[C:3]([C:22]#[N:23])=[N:4][C:5]([C:14]2[CH:15]=[N:16][C:17]([O:20][CH3:21])=[CH:18][CH:19]=2)=[C:6]([C:8]2[CH:13]=[CH:12][CH:11]=[CH:10][CH:9]=2)[N:7]=1.[OH2:24].[OH-].[Na+]. (2) Given the product [ClH:19].[Cl:45][C:41]1[CH:42]=[CH:43][C:36]2[CH2:35][CH2:34][NH:33][CH2:39][CH2:38][C:37]=2[C:40]=1[S:46][CH2:47][C:54]1[CH:63]=[CH:62][CH:61]=[CH:60][C:55]=1[C:56]([O:58][CH3:59])=[O:57], predict the reactants needed to synthesize it. The reactants are: C(OC(N1CCC2C(SC(=O)N(C)C)=C([Cl:19])C=CC=2CC1)=O)(C)(C)C.C(OC([N:33]1[CH2:39][CH2:38][C:37]2[C:40]([S:46][C:47](=O)N(C)C)=[C:41]([Cl:45])[CH:42]=[C:43](Cl)[C:36]=2[CH2:35][CH2:34]1)=O)(C)(C)C.BrC[C:54]1[CH:63]=[CH:62][CH:61]=[CH:60][C:55]=1[C:56]([O:58][CH3:59])=[O:57]. (3) Given the product [CH3:1][O:2][C:3]1[N:4]=[CH:5][C:6]([CH2:9][OH:10])=[CH:7][CH:8]=1, predict the reactants needed to synthesize it. The reactants are: [CH3:1][O:2][C:3]1[CH:8]=[CH:7][C:6]([C:9](OC)=[O:10])=[CH:5][N:4]=1.[BH4-].[Na+]. (4) Given the product [C:1]([O:5][C:6](=[O:20])[NH:7][C:8]1[CH:13]=[C:12]([CH3:14])[C:11]([C:15]([F:18])([F:17])[F:16])=[CH:10][C:9]=1[NH:19][C:26](=[O:25])[CH2:27][C:28]([C:30]1[CH:35]=[CH:34][CH:33]=[C:32]([C:36]2[O:40][N:39]=[C:38]([CH3:41])[CH:37]=2)[CH:31]=1)=[O:29])([CH3:4])([CH3:2])[CH3:3], predict the reactants needed to synthesize it. The reactants are: [C:1]([O:5][C:6](=[O:20])[NH:7][C:8]1[CH:13]=[C:12]([CH3:14])[C:11]([C:15]([F:18])([F:17])[F:16])=[CH:10][C:9]=1[NH2:19])([CH3:4])([CH3:3])[CH3:2].C([O:25][C:26](=O)[CH2:27][C:28]([C:30]1[CH:35]=[CH:34][CH:33]=[C:32]([C:36]2[O:40][N:39]=[C:38]([CH3:41])[CH:37]=2)[CH:31]=1)=[O:29])(C)(C)C. (5) Given the product [Br:1][C:2]1[CH:3]=[CH:4][C:5]([C:8]2[O:12][N:11]=[C:10]([CH3:13])[C:9]=2[CH2:14][O:15][C:25](=[O:26])[NH:24][C@@H:17]([C:18]2[CH:23]=[CH:22][CH:21]=[CH:20][CH:19]=2)[CH3:16])=[CH:6][CH:7]=1, predict the reactants needed to synthesize it. The reactants are: [Br:1][C:2]1[CH:7]=[CH:6][C:5]([C:8]2[O:12][N:11]=[C:10]([CH3:13])[C:9]=2[CH2:14][OH:15])=[CH:4][CH:3]=1.[CH3:16][C@@H:17]([N:24]=[C:25]=[O:26])[C:18]1[CH:23]=[CH:22][CH:21]=[CH:20][CH:19]=1. (6) The reactants are: Cl[C:2]1[C:3]([NH2:9])=[N:4][CH:5]=[N:6][C:7]=1Cl.[NH2:10][C@H:11]1[CH2:16][CH2:15][CH2:14][C@H:13]([NH:17][C:18](=[O:24])OC(C)(C)C)[CH2:12]1.[O:25]([C:32]1[CH:37]=[CH:36][C:35](B(O)O)=[CH:34][CH:33]=1)[C:26]1[CH:31]=[CH:30][CH:29]=[CH:28][CH:27]=1.[C:41](Cl)(=O)[CH:42]=C. Given the product [NH2:9][C:3]1[N:4]=[CH:5][N:6]=[C:7]([NH:10][C@H:11]2[CH2:16][CH2:15][CH2:14][C@H:13]([NH:17][C:18](=[O:24])[CH:41]=[CH2:42])[CH2:12]2)[C:2]=1[C:29]1[CH:30]=[CH:31][C:26]([O:25][C:32]2[CH:37]=[CH:36][CH:35]=[CH:34][CH:33]=2)=[CH:27][CH:28]=1, predict the reactants needed to synthesize it. (7) Given the product [Cl:12][C:11]1[C:5]2[C:6](=[N:7][C:2]([N:17]3[CH2:22][CH2:21][NH:20][CH2:19][CH2:18]3)=[C:3]([NH:13][CH:14]3[CH2:16][CH2:15]3)[N:4]=2)[CH:8]=[N:9][CH:10]=1, predict the reactants needed to synthesize it. The reactants are: Cl[C:2]1[N:7]=[C:6]2[CH:8]=[N:9][CH:10]=[C:11]([Cl:12])[C:5]2=[N:4][C:3]=1[NH:13][CH:14]1[CH2:16][CH2:15]1.[NH:17]1[CH2:22][CH2:21][NH:20][CH2:19][CH2:18]1. (8) Given the product [F:1][C:2]1[CH:7]=[CH:6][C:5]([N+:10]([O-:12])=[O:11])=[C:4]([F:8])[C:3]=1[CH3:9], predict the reactants needed to synthesize it. The reactants are: [F:1][C:2]1[CH:7]=[CH:6][CH:5]=[C:4]([F:8])[C:3]=1[CH3:9].[N+:10]([O-])([OH:12])=[O:11]. (9) Given the product [Si:1]([O:8][C@@H:9]1[CH2:14][C@@H:13]([F:15])[CH2:12][NH:11][CH2:10]1)([C:4]([CH3:7])([CH3:6])[CH3:5])([CH3:3])[CH3:2], predict the reactants needed to synthesize it. The reactants are: [Si:1]([O:8][C@@H:9]1[CH2:14][C@@H:13]([F:15])[CH2:12][N:11](CC2C=CC(OC)=CC=2)[CH2:10]1)([C:4]([CH3:7])([CH3:6])[CH3:5])([CH3:3])[CH3:2].